Dataset: Reaction yield outcomes from USPTO patents with 853,638 reactions. Task: Predict the reaction yield, written as a fraction of the theoretical maximum amount of product (1.0 means a 100% yield; for example, 0.34 means a 34% yield). (1) The reactants are C1(C(C2C=CC=CC=2)[N:8]2[C:16]3[C:11](=[CH:12][CH:13]=[CH:14][CH:15]=3)[C:10]3([CH2:20][O:19][C:18]4[CH:21]=[C:22]5[C:26](=[CH:27][C:17]3=4)[C:25]([CH3:29])([CH3:28])[CH2:24][O:23]5)[C:9]2=[O:30])C=CC=CC=1.[H][H]. The catalyst is CO.[Pd]. The product is [CH3:28][C:25]1([CH3:29])[CH2:24][O:23][C:22]2=[CH:21][C:18]3[O:19][CH2:20][C:10]4([C:17]=3[CH:27]=[C:26]12)[C:11]1[C:16](=[CH:15][CH:14]=[CH:13][CH:12]=1)[NH:8][C:9]4=[O:30]. The yield is 0.680. (2) The reactants are [Br:1][C:2]1[CH:3]=[C:4]([CH:9]([C:12]2[C:17]([CH:18]([CH3:20])[CH3:19])=[C:16]([O:21][CH3:22])[N:15]=[C:14]([O:23][CH3:24])[N:13]=2)C#N)[CH:5]=[C:6]([CH3:8])[CH:7]=1.[H-].[Na+].CN(C=[O:31])C. No catalyst specified. The product is [Br:1][C:2]1[CH:3]=[C:4]([C:9]([C:12]2[C:17]([CH:18]([CH3:20])[CH3:19])=[C:16]([O:21][CH3:22])[N:15]=[C:14]([O:23][CH3:24])[N:13]=2)=[O:31])[CH:5]=[C:6]([CH3:8])[CH:7]=1. The yield is 0.890. (3) The reactants are Br[C:2]1[C:11]2[C:10]([CH3:13])([CH3:12])[CH2:9][CH2:8][C:7]([CH3:15])([CH3:14])[C:6]=2[CH:5]=[C:4]([CH3:16])[C:3]=1[OH:17].C[O-].[Na+].[C:21](OCC)(=[O:23])C.O. The catalyst is CO. The yield is 0.896. The product is [CH3:21][O:23][C:2]1[C:11]2[C:10]([CH3:13])([CH3:12])[CH2:9][CH2:8][C:7]([CH3:15])([CH3:14])[C:6]=2[CH:5]=[C:4]([CH3:16])[C:3]=1[OH:17]. (4) The reactants are C[Si]([N-][Si](C)(C)C)(C)C.[Li+].F[C:12]1[C:13]([C:18]2[NH:27][C:26](=[O:28])[C:25]3[C:20](=[CH:21][C:22]([O:31][CH3:32])=[CH:23][C:24]=3[O:29][CH3:30])[N:19]=2)=[N:14][CH:15]=[CH:16][CH:17]=1.[CH:33]([NH:36][CH2:37][CH2:38][CH2:39][NH2:40])([CH3:35])[CH3:34]. The catalyst is C1COCC1.[NH4+].[Cl-]. The product is [CH:33]([NH:36][CH2:37][CH2:38][CH2:39][NH:40][C:12]1[C:13]([C:18]2[NH:27][C:26](=[O:28])[C:25]3[C:20](=[CH:21][C:22]([O:31][CH3:32])=[CH:23][C:24]=3[O:29][CH3:30])[N:19]=2)=[N:14][CH:15]=[CH:16][CH:17]=1)([CH3:35])[CH3:34]. The yield is 0.480.